Dataset: Forward reaction prediction with 1.9M reactions from USPTO patents (1976-2016). Task: Predict the product of the given reaction. (1) Given the reactants [NH2:1][C@H:2]([C:23]1[CH:28]=[CH:27][CH:26]=[CH:25][CH:24]=1)[CH2:3][CH2:4][N:5]1[CH2:10][CH2:9][CH:8]([C:11]2[CH:12]=[C:13]([NH:17][C:18](=[O:22])[CH:19]([CH3:21])[CH3:20])[CH:14]=[CH:15][CH:16]=2)[CH2:7][CH2:6]1.[N:29]1[CH:34]=[CH:33][CH:32]=[CH:31][C:30]=1[C:35](Cl)=[O:36], predict the reaction product. The product is: [C:18]([NH:17][C:13]1[CH:12]=[C:11]([CH:8]2[CH2:9][CH2:10][N:5]([CH2:4][CH2:3][C@H:2]([NH:1][C:35]([C:30]3[CH:31]=[CH:32][CH:33]=[CH:34][N:29]=3)=[O:36])[C:23]3[CH:24]=[CH:25][CH:26]=[CH:27][CH:28]=3)[CH2:6][CH2:7]2)[CH:16]=[CH:15][CH:14]=1)(=[O:22])[CH:19]([CH3:21])[CH3:20]. (2) Given the reactants C([O:3][C:4](=[O:39])[CH2:5][C:6]1[CH:11]=[CH:10][CH:9]=[C:8]([CH2:12][N:13]2[CH2:38][CH2:37][C:16]3([N:20]([CH2:21][CH2:22][C:23]4[CH:28]=[CH:27][C:26]([O:29][CH3:30])=[CH:25][CH:24]=4)[C:19](=[O:31])[N:18]([CH2:32][CH:33]([CH3:35])[CH3:34])[C:17]3=[O:36])[CH2:15][CH2:14]2)[CH:7]=1)C.[Li+].[OH-].Cl, predict the reaction product. The product is: [CH2:32]([N:18]1[C:17](=[O:36])[C:16]2([CH2:37][CH2:38][N:13]([CH2:12][C:8]3[CH:7]=[C:6]([CH2:5][C:4]([OH:39])=[O:3])[CH:11]=[CH:10][CH:9]=3)[CH2:14][CH2:15]2)[N:20]([CH2:21][CH2:22][C:23]2[CH:28]=[CH:27][C:26]([O:29][CH3:30])=[CH:25][CH:24]=2)[C:19]1=[O:31])[CH:33]([CH3:34])[CH3:35]. (3) The product is: [Si:11]([O:10][CH2:9][C:7]1[N:6]=[CH:5][N:4]([CH2:3][O:2][CH3:1])[CH:8]=1)([C:24]([CH3:27])([CH3:26])[CH3:25])([C:18]1[CH:19]=[CH:20][CH:21]=[CH:22][CH:23]=1)[C:12]1[CH:17]=[CH:16][CH:15]=[CH:14][CH:13]=1. Given the reactants [CH3:1][O:2][CH2:3][N:4]1[CH:8]=[C:7]([CH2:9][OH:10])[N:6]=[CH:5]1.[Si:11](Cl)([C:24]([CH3:27])([CH3:26])[CH3:25])([C:18]1[CH:23]=[CH:22][CH:21]=[CH:20][CH:19]=1)[C:12]1[CH:17]=[CH:16][CH:15]=[CH:14][CH:13]=1.CCN(C(C)C)C(C)C, predict the reaction product. (4) Given the reactants [N:1]1[CH:6]=[CH:5][CH:4]=[CH:3][C:2]=1[CH2:7][CH2:8][N:9]1[CH2:14][CH2:13][N:12]([C:15]2[C:23]3[O:22][C:21]([C:24]([O-:26])=O)=[CH:20][C:19]=3[CH:18]=[CH:17][CH:16]=2)[CH2:11][CH2:10]1.[Li+].[NH2:28][CH2:29][C:30]1[CH:37]=[CH:36][C:33]([C:34]#[N:35])=[CH:32][CH:31]=1, predict the reaction product. The product is: [C:29]([C:30]1[CH:37]=[CH:36][C:33]([CH2:34][NH:35][C:24]([C:21]2[O:22][C:23]3[C:15]([N:12]4[CH2:13][CH2:14][N:9]([CH2:8][CH2:7][C:2]5[CH:3]=[CH:4][CH:5]=[CH:6][N:1]=5)[CH2:10][CH2:11]4)=[CH:16][CH:17]=[CH:18][C:19]=3[CH:20]=2)=[O:26])=[CH:32][CH:31]=1)#[N:28]. (5) Given the reactants [F:1][C:2]1[C:7]2[O:8][CH2:9][CH2:10][NH:11][C:6]=2[CH:5]=[CH:4][CH:3]=1.[H-].[Na+].F[C:15]1[CH:22]=[CH:21][C:20]([C:23]([F:26])([F:25])[F:24])=[CH:19][C:16]=1[C:17]#[N:18], predict the reaction product. The product is: [F:1][C:2]1[C:7]2[O:8][CH2:9][CH2:10][N:11]([C:15]3[CH:22]=[CH:21][C:20]([C:23]([F:24])([F:26])[F:25])=[CH:19][C:16]=3[C:17]#[N:18])[C:6]=2[CH:5]=[CH:4][CH:3]=1. (6) Given the reactants [N:1]([C@@H:4]1[C:14]2[C:9](=[N:10][CH:11]=[CH:12][CH:13]=2)[C@H:8]([OH:15])[CH2:7][CH2:6][C@H:5]1[C:16]1[CH:21]=[C:20]([F:22])[CH:19]=[C:18]([F:23])[CH:17]=1)=[N+]=[N-].[O:24]=[C:25]1[NH:33][C:28]2=[N:29][CH:30]=[CH:31][CH:32]=[C:27]2[N:26]1[CH:34]1[CH2:39][CH2:38][N:37]([C:40](OC2C=CC([N+]([O-])=O)=CC=2)=[O:41])[CH2:36][CH2:35]1.C[Si]([N-][Si](C)(C)C)(C)C.[Na+], predict the reaction product. The product is: [O:24]=[C:25]1[NH:33][C:28]2=[N:29][CH:30]=[CH:31][CH:32]=[C:27]2[N:26]1[CH:34]1[CH2:35][CH2:36][N:37]([C:40]([O:15][C@H:8]2[C:9]3=[N:10][CH:11]=[CH:12][CH:13]=[C:14]3[C@@H:4]([NH2:1])[C@H:5]([C:16]3[CH:21]=[C:20]([F:22])[CH:19]=[C:18]([F:23])[CH:17]=3)[CH2:6][CH2:7]2)=[O:41])[CH2:38][CH2:39]1.